This data is from Full USPTO retrosynthesis dataset with 1.9M reactions from patents (1976-2016). The task is: Predict the reactants needed to synthesize the given product. (1) Given the product [C:1]([O:5][C@@H:6]([C:10]1[C:11]([C:26]2[CH:31]=[CH:30][C:29]([Cl:32])=[CH:28][CH:27]=2)=[C:12]2[C:17](=[CH:18][C:19]=1[CH3:20])[N:16]=[C:15]([C:41]1[CH:42]=[N:43][NH:44][CH:45]=1)[CH:14]=[CH:13]2)[C:7]([OH:9])=[O:8])([CH3:2])([CH3:3])[CH3:4], predict the reactants needed to synthesize it. The reactants are: [C:1]([O:5][C@@H:6]([C:10]1[C:11]([C:26]2[CH:31]=[CH:30][C:29]([Cl:32])=[CH:28][CH:27]=2)=[C:12]2[C:17](=[CH:18][C:19]=1[CH3:20])[N:16]=[C:15](C1NN=CC=1)[CH:14]=[CH:13]2)[C:7]([OH:9])=[O:8])([CH3:4])([CH3:3])[CH3:2].CC1(C)C(C)(C)OB([C:41]2[CH:42]=[N:43][NH:44][CH:45]=2)O1. (2) Given the product [C:1]([C:3]1([NH:6][C:7]([C@@H:9]2[CH2:13][C@@H:12]([S:14][C:15]3[CH:20]=[CH:19][CH:18]=[CH:17][C:16]=3[O:21][C:22]([F:25])([F:23])[F:24])[CH2:11][N:10]2[C:41]([CH:38]2[CH2:39][CH2:40][N:37]2[CH:34]2[CH2:33][CH2:32][N:31]([C:29]([O:28][CH2:26][CH3:27])=[O:30])[CH2:36][CH2:35]2)=[O:42])=[O:8])[CH2:4][CH2:5]1)#[N:2], predict the reactants needed to synthesize it. The reactants are: [C:1]([C:3]1([NH:6][C:7]([C@@H:9]2[CH2:13][C@@H:12]([S:14][C:15]3[CH:20]=[CH:19][CH:18]=[CH:17][C:16]=3[O:21][C:22]([F:25])([F:24])[F:23])[CH2:11][NH:10]2)=[O:8])[CH2:5][CH2:4]1)#[N:2].[CH2:26]([O:28][C:29]([N:31]1[CH2:36][CH2:35][CH:34]([N:37]2[CH2:40][CH2:39][CH:38]2[C:41]([O-])=[O:42])[CH2:33][CH2:32]1)=[O:30])[CH3:27].[Li+]. (3) Given the product [F:18][C:19]1[CH:31]=[CH:30][C:22]([CH2:23][N:24]2[CH2:29][CH2:28][N:27]([C:2]3[CH:3]=[CH:4][C:5]4[N:6]([C:8]([CH3:17])=[C:9]([C:11]5[CH:16]=[CH:15][CH:14]=[CH:13][CH:12]=5)[N:10]=4)[N:7]=3)[CH2:26][CH2:25]2)=[CH:21][CH:20]=1, predict the reactants needed to synthesize it. The reactants are: Cl[C:2]1[CH:3]=[CH:4][C:5]2[N:6]([C:8]([CH3:17])=[C:9]([C:11]3[CH:16]=[CH:15][CH:14]=[CH:13][CH:12]=3)[N:10]=2)[N:7]=1.[F:18][C:19]1[CH:31]=[CH:30][C:22]([CH2:23][N:24]2[CH2:29][CH2:28][NH:27][CH2:26][CH2:25]2)=[CH:21][CH:20]=1.C(N(CC)CC)C. (4) Given the product [C:3]([CH:5]([CH2:9][C:10]1[CH:15]=[CH:14][C:13]([O:16][CH3:17])=[CH:12][C:11]=1[CH3:18])[C:6]([OH:8])=[O:7])#[N:4], predict the reactants needed to synthesize it. The reactants are: [BH4-].[Na+].[C:3]([C:5](=[CH:9][C:10]1[CH:15]=[CH:14][C:13]([O:16][CH3:17])=[CH:12][C:11]=1[CH3:18])[C:6]([OH:8])=[O:7])#[N:4].C(=O)(O)[O-].[Na+].Cl. (5) The reactants are: Br[C:2]1[C:11]2[C:6](=[CH:7][CH:8]=[CH:9][CH:10]=2)[C:5]([C:12]2[CH:17]=[CH:16][C:15]([Cl:18])=[CH:14][CH:13]=2)=[C:4]([CH:19]([O:23][C:24]([CH3:27])([CH3:26])[CH3:25])[C:20]([OH:22])=[O:21])[C:3]=1[CH3:28].[CH:29]([B-](F)(F)F)=[CH2:30].[K+]. Given the product [C:24]([O:23][CH:19]([C:4]1[C:3]([CH3:28])=[C:2]([CH:29]=[CH2:30])[C:11]2[C:6](=[CH:7][CH:8]=[CH:9][CH:10]=2)[C:5]=1[C:12]1[CH:17]=[CH:16][C:15]([Cl:18])=[CH:14][CH:13]=1)[C:20]([OH:22])=[O:21])([CH3:26])([CH3:27])[CH3:25], predict the reactants needed to synthesize it. (6) Given the product [CH3:32][O:33][C:34]([C:36]1[CH:41]=[CH:40][C:39]([C:4]2[CH:3]=[C:2]([Cl:1])[C:7]([CH2:8][C@@H:9]3[CH2:13][CH2:12][N:11]([C@H:14]4[CH2:15][CH2:16][C@H:17]([O:20][CH3:21])[CH2:18][CH2:19]4)[C:10]3=[O:22])=[C:6]([Cl:23])[CH:5]=2)=[CH:38][CH:37]=1)=[O:35], predict the reactants needed to synthesize it. The reactants are: [Cl:1][C:2]1[CH:3]=[C:4](OS(C(F)(F)F)(=O)=O)[CH:5]=[C:6]([Cl:23])[C:7]=1[CH2:8][C@@H:9]1[CH2:13][CH2:12][N:11]([C@H:14]2[CH2:19][CH2:18][C@H:17]([O:20][CH3:21])[CH2:16][CH2:15]2)[C:10]1=[O:22].[CH3:32][O:33][C:34]([C:36]1[CH:41]=[CH:40][C:39](B(O)O)=[CH:38][CH:37]=1)=[O:35].C([O-])([O-])=O.[K+].[K+]. (7) Given the product [CH2:1]([N:8]([CH2:9][CH2:10][C:11]1[CH:16]=[CH:15][C:14]([S:17][C:18]2[CH:19]=[CH:20][C:21]([OH:24])=[CH:22][CH:23]=2)=[CH:13][CH:12]=1)[C:25](=[O:26])[O:27][C:28]([CH3:31])([CH3:30])[CH3:29])[C:2]1[CH:3]=[CH:4][CH:5]=[CH:6][CH:7]=1, predict the reactants needed to synthesize it. The reactants are: [CH2:1]([NH:8][CH2:9][CH2:10][C:11]1[CH:16]=[CH:15][C:14]([S:17][C:18]2[CH:23]=[CH:22][C:21]([OH:24])=[CH:20][CH:19]=2)=[CH:13][CH:12]=1)[C:2]1[CH:7]=[CH:6][CH:5]=[CH:4][CH:3]=1.[C:25](O[C:25]([O:27][C:28]([CH3:31])([CH3:30])[CH3:29])=[O:26])([O:27][C:28]([CH3:31])([CH3:30])[CH3:29])=[O:26].